This data is from Catalyst prediction with 721,799 reactions and 888 catalyst types from USPTO. The task is: Predict which catalyst facilitates the given reaction. (1) Reactant: OC1C(=O)NN=C(CCC2C=CC=CC=2)C=1.C([O:24][C:25]1[N:26]=[N:27][C:28]([CH2:39][C:40]2[CH:45]=[CH:44][CH:43]=[C:42]([C:46]([F:49])([F:48])[F:47])[CH:41]=2)=[CH:29][C:30]=1[O:31]CC1C=CC=CC=1)C1C=CC=CC=1. Product: [OH:31][C:30]1[C:25](=[O:24])[NH:26][N:27]=[C:28]([CH2:39][C:40]2[CH:45]=[CH:44][CH:43]=[C:42]([C:46]([F:48])([F:47])[F:49])[CH:41]=2)[CH:29]=1. The catalyst class is: 13. (2) Reactant: Br[C:2]1[CH:7]=[CH:6][C:5]([N+:8]([O-:10])=[O:9])=[C:4](F)[CH:3]=1.[C:12](=[O:15])([O-])[O-].[Cs+].[Cs+].[C:18]1([C:24]([N:26]2[CH2:31][CH2:30][NH:29][CH2:28][CH2:27]2)=[O:25])[CH:23]=[CH:22][CH:21]=[CH:20][CH:19]=1. Product: [N+:8]([C:5]1[CH:6]=[CH:7][C:2]([N:29]2[CH2:28][CH2:27][N:26]([C:24]([C:18]3[CH:19]=[CH:20][CH:21]=[CH:22][CH:23]=3)=[O:25])[CH2:31][CH2:30]2)=[CH:3][C:4]=1[O:15][C:12]1[CH:6]=[CH:7][CH:2]=[CH:3][CH:4]=1)([O-:10])=[O:9]. The catalyst class is: 179. (3) Reactant: [Br:1][C:2]1[CH:7]=[CH:6][C:5]([C:8]2[O:12][N:11]=[C:10]([CH3:13])[C:9]=2[NH2:14])=[CH:4][CH:3]=1.[CH:15](=O)[CH2:16][CH2:17][C:18]1[CH:23]=[CH:22][CH:21]=[CH:20][CH:19]=1.C([BH3-])#N.[Na+]. Product: [Br:1][C:2]1[CH:3]=[CH:4][C:5]([C:8]2[O:12][N:11]=[C:10]([CH3:13])[C:9]=2[NH:14][CH2:15][CH2:16][CH2:17][C:18]2[CH:23]=[CH:22][CH:21]=[CH:20][CH:19]=2)=[CH:6][CH:7]=1. The catalyst class is: 2. (4) Reactant: [C:1]([O:5][C:6]([N:8]1[CH2:13][CH2:12][CH:11]([C:14]([OH:16])=O)[CH2:10][CH2:9]1)=[O:7])([CH3:4])([CH3:3])[CH3:2].Cl.[CH3:18][NH:19][O:20][CH3:21].Cl.CN(C)CCCN=C=NCC.C(N(CC)C(C)C)(C)C. Product: [CH3:21][O:20][N:19]([CH3:18])[C:14]([CH:11]1[CH2:10][CH2:9][N:8]([C:6]([O:5][C:1]([CH3:2])([CH3:3])[CH3:4])=[O:7])[CH2:13][CH2:12]1)=[O:16]. The catalyst class is: 143. (5) Reactant: [F:1][C:2]1[CH:7]=[CH:6][C:5]([F:8])=[CH:4][C:3]=1[C@@H:9]1[C@@H:14]([NH:15]C(=O)OC(C)(C)C)[CH2:13][C@@H:12]([N:23]2[CH2:30][C:29]3[CH:28]=[N:27][NH:26][C:25]=3[CH2:24]2)[C:11](=O)[N:10]1[CH3:32].C(N(CC)CC)C.[CH3:40][S:41](Cl)(=[O:43])=[O:42].[C:45]([OH:51])([C:47]([F:50])([F:49])[F:48])=[O:46].C(Cl)Cl. Product: [F:48][C:47]([F:50])([F:49])[C:45]([OH:51])=[O:46].[F:48][C:47]([F:50])([F:49])[C:45]([OH:51])=[O:46].[F:48][C:47]([F:50])([F:49])[C:45]([OH:51])=[O:46].[F:1][C:2]1[CH:7]=[CH:6][C:5]([F:8])=[CH:4][C:3]=1[C@@H:9]1[C@@H:14]([NH2:15])[CH2:13][C@@H:12]([N:23]2[CH2:30][C:29]3[C:25](=[N:26][N:27]([S:41]([CH3:40])(=[O:43])=[O:42])[CH:28]=3)[CH2:24]2)[CH2:11][N:10]1[CH3:32]. The catalyst class is: 4. (6) Reactant: Br[C:2]1[C:10]2[S:9][CH:8]=[CH:7][C:6]=2[CH:5]=[CH:4][CH:3]=1.C([Li])CCC.CCCCCC.[B:22](OC)([O:25]C)[O:23]C. Product: [S:9]1[C:10]2[C:2]([B:22]([OH:25])[OH:23])=[CH:3][CH:4]=[CH:5][C:6]=2[CH:7]=[CH:8]1. The catalyst class is: 28. (7) Reactant: [C:1]1([C:7]([C:15]2[CH:20]=[CH:19][CH:18]=[CH:17][CH:16]=2)([C:9]2[CH:14]=[CH:13][CH:12]=[CH:11][CH:10]=2)[SH:8])[CH:6]=[CH:5][CH:4]=[CH:3][CH:2]=1.C1CCN2C(=NCCC2)CC1.Br[CH2:33][CH2:34][CH2:35][CH2:36][CH2:37][CH2:38][C:39]1[CH:49]=[CH:48][CH:47]=[C:41]2[C:42]([NH:44][C:45](=[O:46])[C:40]=12)=[O:43]. Product: [C:7]([S:8][CH2:33][CH2:34][CH2:35][CH2:36][CH2:37][CH2:38][C:39]1[CH:49]=[CH:48][CH:47]=[C:41]2[C:42]([NH:44][C:45](=[O:46])[C:40]=12)=[O:43])([C:1]1[CH:2]=[CH:3][CH:4]=[CH:5][CH:6]=1)([C:9]1[CH:10]=[CH:11][CH:12]=[CH:13][CH:14]=1)[C:15]1[CH:16]=[CH:17][CH:18]=[CH:19][CH:20]=1. The catalyst class is: 16.